From a dataset of Forward reaction prediction with 1.9M reactions from USPTO patents (1976-2016). Predict the product of the given reaction. (1) Given the reactants [C:1]([SiH2:5][O:6][C:7]([C:37]1[CH:42]=[CH:41][CH:40]=[CH:39][CH:38]=1)([C:31]1[CH:36]=[CH:35][CH:34]=[CH:33][CH:32]=1)[C:8]([NH:12][C:13](=[O:30])[CH:14]([O:17][C:18]1[CH:19]=[C:20]2[C:25](=[CH:26][CH:27]=1)[N:24]=[CH:23][C:22]([C:28]#[CH:29])=[CH:21]2)[S:15][CH3:16])([CH3:11])[CH2:9][OH:10])([CH3:4])([CH3:3])[CH3:2].CC(OI1(OC(C)=O)(OC(C)=O)OC(=O)C2C=CC=CC1=2)=O, predict the reaction product. The product is: [C:1]([SiH2:5][O:6][C:7]([C:37]1[CH:42]=[CH:41][CH:40]=[CH:39][CH:38]=1)([C:31]1[CH:32]=[CH:33][CH:34]=[CH:35][CH:36]=1)[C:8]([NH:12][C:13](=[O:30])[CH:14]([O:17][C:18]1[CH:19]=[C:20]2[C:25](=[CH:26][CH:27]=1)[N:24]=[CH:23][C:22]([C:28]#[CH:29])=[CH:21]2)[S:15][CH3:16])([CH3:11])[CH:9]=[O:10])([CH3:2])([CH3:3])[CH3:4]. (2) Given the reactants COP([CH:7]1[C:15]2[C:10](=[CH:11][CH:12]=[CH:13][CH:14]=2)[C:9](=[O:16])[O:8]1)(=O)OC.[CH:17]([C:19]1[CH:20]=[C:21]([CH:24]=[CH:25][N:26]=1)[C:22]#[N:23])=O.C(N(CC)CC)C, predict the reaction product. The product is: [O:16]=[C:9]1[C:10]2[C:15](=[CH:14][CH:13]=[CH:12][CH:11]=2)[C:7](=[CH:17][C:19]2[CH:20]=[C:21]([CH:24]=[CH:25][N:26]=2)[C:22]#[N:23])[O:8]1. (3) Given the reactants Cl[C:2]1[N:7]=[C:6]([CH2:8][O:9][C:10]2[CH:11]=[C:12]([C@H:16]([CH:23]3[CH2:25][CH2:24]3)[CH2:17][C:18]([O:20][CH2:21][CH3:22])=[O:19])[CH:13]=[CH:14][CH:15]=2)[CH:5]=[N:4][C:3]=1[C:26]1[CH:31]=[C:30]([O:32][CH3:33])[CH:29]=[CH:28][C:27]=1[F:34], predict the reaction product. The product is: [CH2:2]([C:2]1[N:7]=[C:6]([CH2:8][O:9][C:10]2[CH:11]=[C:12]([C@H:16]([CH:23]3[CH2:25][CH2:24]3)[CH2:17][C:18]([O:20][CH2:21][CH3:22])=[O:19])[CH:13]=[CH:14][CH:15]=2)[CH:5]=[N:4][C:3]=1[C:26]1[CH:31]=[C:30]([O:32][CH3:33])[CH:29]=[CH:28][C:27]=1[F:34])[CH2:3][CH2:26][CH3:27]. (4) Given the reactants C([NH:18]CC=O)(OCC1C2C(=CC=CC=2)C2C1=CC=CC=2)=O.[CH3:22][C:23]1[CH:32]=[C:31]2[C:26]([CH:27]=[CH:28][C:29]([C:33]([OH:35])=O)=[N:30]2)=[CH:25][CH:24]=1.ON1C2C=CC=CC=2N=N1.C(O)C(N)(CO)CO, predict the reaction product. The product is: [CH3:22][C:23]1[CH:32]=[C:31]2[C:26]([CH:27]=[CH:28][C:29]([C:33]([NH2:18])=[O:35])=[N:30]2)=[CH:25][CH:24]=1.